This data is from Full USPTO retrosynthesis dataset with 1.9M reactions from patents (1976-2016). The task is: Predict the reactants needed to synthesize the given product. (1) Given the product [CH2:7]([O:14][C@@H:15]([CH3:20])[C:16]([NH:18][NH:19][C:5]([NH:4][CH2:1][CH2:2][CH3:3])=[O:6])=[O:17])[C:8]1[CH:13]=[CH:12][CH:11]=[CH:10][CH:9]=1, predict the reactants needed to synthesize it. The reactants are: [CH2:1]([N:4]=[C:5]=[O:6])[CH2:2][CH3:3].[CH2:7]([O:14][C@@H:15]([CH3:20])[C:16]([NH:18][NH2:19])=[O:17])[C:8]1[CH:13]=[CH:12][CH:11]=[CH:10][CH:9]=1. (2) Given the product [CH3:23][C:24]1([CH3:53])[C:33]2=[CH:34][C:35]([C:54]3[CH:59]=[CH:58][CH:57]=[CH:56][CH:55]=3)=[CH:36][C:37]3[C:38]([CH3:45])([CH3:44])[C:39]4[CH:40]=[C:41]([C:1]5[CH:6]=[CH:5][CH:4]=[CH:3][CH:2]=5)[CH:42]=[C:29]5[C:30]=4[N:31]([C:32]=32)[C:26]2[C:27](=[CH:49][C:50]([C:1]3[CH:6]=[CH:5][CH:4]=[CH:3][CH:2]=3)=[CH:51][C:25]1=2)[C:28]5([CH3:48])[CH3:47], predict the reactants needed to synthesize it. The reactants are: [C:1]1(C)[CH:6]=[CH:5][CH:4]=[CH:3][C:2]=1P([C:1]1[CH:6]=[CH:5][CH:4]=[CH:3][C:2]=1C)[C:1]1[CH:6]=[CH:5][CH:4]=[CH:3][C:2]=1C.[CH3:23][C:24]1([CH3:53])[C:33]2=[CH:34][C:35](Br)=[CH:36][C:37]3[C:38]([CH3:45])([CH3:44])[C:39]4[CH:40]=[C:41](Br)[CH:42]=[C:29]5[C:30]=4[N:31]([C:32]=32)[C:26]2[C:27](=[CH:49][C:50](Br)=[CH:51][C:25]1=2)[C:28]5([CH3:48])[CH3:47].[C:54]1(B(O)O)[CH:59]=[CH:58][CH:57]=[CH:56][CH:55]=1.O.P([O-])([O-])([O-])=O.[K+].[K+].[K+]. (3) Given the product [O:2]1[C:11]2[C:6](=[CH:7][CH:8]=[CH:9][CH:10]=2)[CH:5]([NH:12][C:13]2[C:14]3[N:15]([C:22]([CH3:26])=[C:23]([CH3:25])[N:24]=3)[CH:16]=[C:17]([C:19]([N:29]([CH3:30])[CH3:28])=[O:21])[CH:18]=2)[CH2:4][CH2:3]1, predict the reactants needed to synthesize it. The reactants are: Cl.[O:2]1[C:11]2[C:6](=[CH:7][CH:8]=[CH:9][CH:10]=2)[CH:5]([NH:12][C:13]2[C:14]3[N:15]([C:22]([CH3:26])=[C:23]([CH3:25])[N:24]=3)[CH:16]=[C:17]([C:19]([OH:21])=O)[CH:18]=2)[CH2:4][CH2:3]1.Cl.[CH3:28][NH:29][CH3:30].Cl.CN(C)CCCN=C=NCC.O.ON1C2C=CC=CC=2N=N1. (4) The reactants are: [CH2:1]([O:3][C:4](=[O:39])[CH2:5][CH2:6][CH2:7][O:8][C:9]1[CH:14]=[CH:13][CH:12]=[C:11]([CH2:15][CH2:16][CH2:17][CH2:18][CH2:19][CH2:20][O:21][C:22]2[CH:27]=[C:26](Br)[CH:25]=[C:24]([C:29](=[O:31])[CH3:30])[CH:23]=2)[C:10]=1[CH2:32][CH2:33][C:34]([O:36][CH2:37][CH3:38])=[O:35])[CH3:2].[C:40]1(B(O)O)[CH:45]=[CH:44][CH:43]=[CH:42][CH:41]=1.C(=O)([O-])[O-].[Cs+].[Cs+]. Given the product [CH2:1]([O:3][C:4](=[O:39])[CH2:5][CH2:6][CH2:7][O:8][C:9]1[CH:14]=[CH:13][CH:12]=[C:11]([CH2:15][CH2:16][CH2:17][CH2:18][CH2:19][CH2:20][O:21][C:22]2[CH:27]=[C:26]([C:40]3[CH:45]=[CH:44][CH:43]=[CH:42][CH:41]=3)[CH:25]=[C:24]([C:29](=[O:31])[CH3:30])[CH:23]=2)[C:10]=1[CH2:32][CH2:33][C:34]([O:36][CH2:37][CH3:38])=[O:35])[CH3:2], predict the reactants needed to synthesize it.